Dataset: Reaction yield outcomes from USPTO patents with 853,638 reactions. Task: Predict the reaction yield, written as a fraction of the theoretical maximum amount of product (1.0 means a 100% yield; for example, 0.34 means a 34% yield). (1) The catalyst is C(O)(C(F)(F)F)=O.O. The reactants are [Si]([O:8][CH2:9][C@H:10]1[C:19]2([CH2:21][CH2:20]2)[C@@H:18]([N:22]2[CH:27]=[CH:26][C:25](=[O:28])[NH:24][C:23]2=[O:29])[C@@H:12]2[O:13]C(C)(C)[O:15][C@H:11]12)(C(C)(C)C)(C)C. The yield is 0.790. The product is [OH:13][C@@H:12]1[C@H:11]([OH:15])[C@@H:10]([CH2:9][OH:8])[C:19]2([CH2:21][CH2:20]2)[C@H:18]1[N:22]1[CH:27]=[CH:26][C:25](=[O:28])[NH:24][C:23]1=[O:29]. (2) The reactants are Br[C:2]1[CH:11]=[CH:10][CH:9]=[CH:8][C:3]=1[C:4]([O:6][CH3:7])=[O:5].[O:12]1[CH2:16][CH2:15][CH:14]([CH:17]2[CH2:22]C(=O)[CH2:20][CH2:19][O:18]2)[CH2:13]1.CC1(C)C2C(=C(P(C3C=CC=CC=3)C3C=CC=CC=3)C=CC=2)OC2C(P(C3C=CC=CC=3)C3C=CC=CC=3)=CC=CC1=2.C([O-])([O-])=O.[Cs+].[Cs+]. The catalyst is C1C=CC(/C=C/C(/C=C/C2C=CC=CC=2)=O)=CC=1.C1C=CC(/C=C/C(/C=C/C2C=CC=CC=2)=O)=CC=1.C1C=CC(/C=C/C(/C=C/C2C=CC=CC=2)=O)=CC=1.[Pd].[Pd].C1(C)C=CC=CC=1. The product is [O:12]1[CH2:16][CH2:15][CH:14]([CH:17]2[O:18][CH2:19][C:20]3[C:2]4[CH:11]=[CH:10][CH:9]=[CH:8][C:3]=4[C:4](=[O:5])[O:6][C:7]=3[CH2:22]2)[CH2:13]1. The yield is 0.0900. (3) The yield is 1.00. The product is [CH3:1][O:2][C:3]([C@H:5]1[N:9]2[C:10](=[O:24])[C@@H:11]([NH2:16])[CH2:12][CH:13]=[CH:14][CH2:15][C@@H:8]2[CH2:7][CH2:6]1)=[O:4]. The reactants are [CH3:1][O:2][C:3]([CH:5]1[N:9]2[C:10](=[O:24])[CH:11]([NH:16]C(OC(C)(C)C)=O)[CH2:12][CH:13]=[CH:14][CH2:15][CH:8]2[CH2:7][CH2:6]1)=[O:4]. The catalyst is FC(F)(F)C(O)=O.C(Cl)Cl.